From a dataset of Forward reaction prediction with 1.9M reactions from USPTO patents (1976-2016). Predict the product of the given reaction. Given the reactants [C:1]([C:3]1[CH:8]=[C:7]([N+:9]([O-])=O)[CH:6]=[CH:5][C:4]=1[NH:12][C:13](=[O:19])[O:14][C:15]([CH3:18])([CH3:17])[CH3:16])#[N:2].C([O-])=O.[NH4+], predict the reaction product. The product is: [NH2:9][C:7]1[CH:6]=[CH:5][C:4]([NH:12][C:13](=[O:19])[O:14][C:15]([CH3:16])([CH3:17])[CH3:18])=[C:3]([C:1]#[N:2])[CH:8]=1.